From a dataset of Reaction yield outcomes from USPTO patents with 853,638 reactions. Predict the reaction yield, written as a fraction of the theoretical maximum amount of product (1.0 means a 100% yield; for example, 0.34 means a 34% yield). (1) The reactants are C(OC([N:8]1[CH2:13][CH2:12][CH2:11][CH:10]([C:14]2[O:18][N:17]=[C:16]([C:19]3[NH:20][CH:21]=[C:22]([CH3:24])[N:23]=3)[N:15]=2)[CH2:9]1)=O)(C)(C)C.[ClH:25]. The catalyst is ClCCl. The product is [ClH:25].[ClH:25].[CH3:24][C:22]1[N:23]=[C:19]([C:16]2[N:15]=[C:14]([C@H:10]3[CH2:11][CH2:12][CH2:13][NH:8][CH2:9]3)[O:18][N:17]=2)[NH:20][CH:21]=1. The yield is 1.00. (2) The reactants are [Cl:1][C:2]1[CH:7]=[CH:6][C:5]([S:8]([C:11]2[C:12]([CH3:19])=[C:13]([C:16]([OH:18])=O)[S:14][CH:15]=2)(=[O:10])=[O:9])=[CH:4][CH:3]=1.[CH3:20][C:21]1[CH:26]=[C:25]([CH3:27])[N:24]=[C:23]([NH2:28])[CH:22]=1. No catalyst specified. The product is [Cl:1][C:2]1[CH:3]=[CH:4][C:5]([S:8]([C:11]2[C:12]([CH3:19])=[C:13]([C:16]([NH:28][C:23]3[CH:22]=[C:21]([CH3:20])[CH:26]=[C:25]([CH3:27])[N:24]=3)=[O:18])[S:14][CH:15]=2)(=[O:9])=[O:10])=[CH:6][CH:7]=1. The yield is 0.140. (3) The reactants are [Br:1][C:2]1[CH:7]=[CH:6][C:5]([OH:8])=[CH:4][CH:3]=1.[I-].[Na+].[C:11](=O)([O-])[O-].[K+].[K+].Cl[CH2:18][CH2:19][O:20][CH3:21]. The catalyst is C(#N)C.O. The product is [Br:1][C:2]1[CH:7]=[CH:6][C:5]([O:8][CH2:11][CH2:18][CH2:19][O:20][CH3:21])=[CH:4][CH:3]=1. The yield is 0.680. (4) The reactants are ClCCCO[C:6]1[CH:14]=[CH:13][C:12]2[N:11]3[CH2:15][CH2:16][NH:17][C:18](=[O:19])[C:10]3=[CH:9][C:8]=2[CH:7]=1.[CH3:20][C@H:21]1[CH2:25][CH2:24][CH2:23][NH:22]1. No catalyst specified. The product is [CH3:20][C@H:21]1[CH2:25][CH2:24][CH2:23][N:22]1[CH2:9][CH2:10][CH2:18][O:19][N:17]1[CH2:16][CH2:15][N:11]2[C:12]3[CH:13]=[CH:14][CH:6]=[CH:7][C:8]=3[CH:9]=[C:10]2[C:18]1=[O:19]. The yield is 0.100. (5) The reactants are [CH3:1][N:2]1[C@@H:18]2[CH2:19][C:7]3[CH:8]=[CH:9][C:10]([O:22][CH3:23])=[C:11]4[O:12][C@H:13]5[C:14]([O:20][CH3:21])=[CH:15][CH:16]=[C:17]2[C@:5]5([C:6]=34)[CH2:4][CH2:3]1.C(CN)O.O. The catalyst is COCC(O)C. The product is [CH3:1][N:2]1[C@@H:18]2[CH2:19][C:7]3[CH:8]=[CH:9][C:10]([O:22][CH3:23])=[C:11]4[O:12][C@H:13]5[C:14]([O:20][CH3:21])=[CH:15][CH2:16][C@@H:17]2[C@:5]5([C:6]=34)[CH2:4][CH2:3]1. The yield is 0.916. (6) The reactants are Cl[C:2]1[CH:7]=[CH:6][C:5]([O:8][CH3:9])=[CH:4][CH:3]=1.[F:10][C:11]1[CH:17]=[CH:16][C:14]([NH2:15])=[CH:13][CH:12]=1.CC([O-])(C)C.[Na+].O(CCCC)CCCC. No catalyst specified. The product is [F:10][C:11]1[CH:17]=[CH:16][C:14]([NH:15][C:2]2[CH:7]=[CH:6][C:5]([O:8][CH3:9])=[CH:4][CH:3]=2)=[CH:13][CH:12]=1. The yield is 0.940. (7) The reactants are [NH2:1][CH:2]([C:7]1[CH:12]=[CH:11][C:10]([C:13]([F:16])([F:15])[F:14])=[C:9]([F:17])[CH:8]=1)[CH2:3][C:4](O)=[O:5].[H-].[H-].[H-].[H-].[Li+].[Al+3]. The catalyst is C1COCC1. The product is [NH3:1].[NH2:1][CH:2]([C:7]1[CH:12]=[CH:11][C:10]([C:13]([F:14])([F:15])[F:16])=[C:9]([F:17])[CH:8]=1)[CH2:3][CH2:4][OH:5]. The yield is 0.0750. (8) The reactants are [CH3:1][C:2]1[CH:7]=[CH:6][N:5]=[CH:4][N:3]=1.[F:8][C:9]1[CH:19]=[CH:18][C:12]([C:13](OCC)=[O:14])=[CH:11][CH:10]=1.C[Si]([N-][Si](C)(C)C)(C)C.[Li+]. The catalyst is O1CCCC1.O. The product is [F:8][C:9]1[CH:19]=[CH:18][C:12]([C:13](=[O:14])[CH2:1][C:2]2[CH:7]=[CH:6][N:5]=[CH:4][N:3]=2)=[CH:11][CH:10]=1. The yield is 0.980.